Task: Regression. Given two drug SMILES strings and cell line genomic features, predict the synergy score measuring deviation from expected non-interaction effect.. Dataset: NCI-60 drug combinations with 297,098 pairs across 59 cell lines (1) Drug 1: CCCS(=O)(=O)NC1=C(C(=C(C=C1)F)C(=O)C2=CNC3=C2C=C(C=N3)C4=CC=C(C=C4)Cl)F. Drug 2: CC1CCC2CC(C(=CC=CC=CC(CC(C(=O)C(C(C(=CC(C(=O)CC(OC(=O)C3CCCCN3C(=O)C(=O)C1(O2)O)C(C)CC4CCC(C(C4)OC)OCCO)C)C)O)OC)C)C)C)OC. Cell line: RPMI-8226. Synergy scores: CSS=32.6, Synergy_ZIP=6.18, Synergy_Bliss=8.53, Synergy_Loewe=-15.9, Synergy_HSA=3.45. (2) Drug 1: C1=CC(=CC=C1CCCC(=O)O)N(CCCl)CCCl. Drug 2: CC1C(C(CC(O1)OC2CC(OC(C2O)C)OC3=CC4=CC5=C(C(=O)C(C(C5)C(C(=O)C(C(C)O)O)OC)OC6CC(C(C(O6)C)O)OC7CC(C(C(O7)C)O)OC8CC(C(C(O8)C)O)(C)O)C(=C4C(=C3C)O)O)O)O. Cell line: NCI/ADR-RES. Synergy scores: CSS=11.8, Synergy_ZIP=-6.94, Synergy_Bliss=-1.63, Synergy_Loewe=-3.09, Synergy_HSA=-2.71.